This data is from Reaction yield outcomes from USPTO patents with 853,638 reactions. The task is: Predict the reaction yield, written as a fraction of the theoretical maximum amount of product (1.0 means a 100% yield; for example, 0.34 means a 34% yield). (1) The reactants are [NH2:1][C:2]([CH3:10])([CH3:9])[CH2:3][NH:4][S:5]([CH3:8])(=[O:7])=[O:6].[Cl:11][C:12]1[N:17]=[C:16](Cl)[C:15]([Cl:19])=[CH:14][N:13]=1.CCN(CC)CC. The product is [Cl:11][C:12]1[N:17]=[C:16]([NH:1][C:2]([CH3:10])([CH3:9])[CH2:3][NH:4][S:5]([CH3:8])(=[O:7])=[O:6])[C:15]([Cl:19])=[CH:14][N:13]=1. The catalyst is C1COCC1. The yield is 0.480. (2) The reactants are [C:1]([C:3]1[CH:8]=[CH:7][C:6]([S:9](Cl)(=[O:11])=[O:10])=[CH:5][CH:4]=1)#[N:2].[NH:13]1[CH2:18][CH2:17][CH2:16][CH2:15][CH2:14]1.C(N(CC)CC)C. The catalyst is ClCCl. The product is [N:13]1([S:9]([C:6]2[CH:7]=[CH:8][C:3]([C:1]#[N:2])=[CH:4][CH:5]=2)(=[O:11])=[O:10])[CH2:18][CH2:17][CH2:16][CH2:15][CH2:14]1. The yield is 0.660. (3) The reactants are [Br:1][C:2]1[CH:3]=[N:4][CH:5]=[CH:6][C:7]=1[O:8][C:9]1[CH:14]=[C:13]([F:15])[C:12]([N+:16]([O-])=O)=[CH:11][C:10]=1[F:19].O.O.[Sn](Cl)Cl. The catalyst is CCO. The product is [Br:1][C:2]1[CH:3]=[N:4][CH:5]=[CH:6][C:7]=1[O:8][C:9]1[C:10]([F:19])=[CH:11][C:12]([NH2:16])=[C:13]([F:15])[CH:14]=1. The yield is 1.12.